Dataset: Forward reaction prediction with 1.9M reactions from USPTO patents (1976-2016). Task: Predict the product of the given reaction. Given the reactants [NH2:1][C:2]1[N:7]=[CH:6][N:5]=[C:4]([O:8][C:9]2[CH:10]=[C:11]3[C:16](=[CH:17][CH:18]=2)[NH:15][CH2:14][CH2:13][CH2:12]3)[CH:3]=1.C1([O:25][C:26](=O)[NH:27][C:28]2[CH:33]=[CH:32][C:31]([CH2:34][N:35]3[CH2:39][CH2:38][CH2:37][CH2:36]3)=[C:30]([C:40]([F:43])([F:42])[F:41])[CH:29]=2)C=CC=CC=1.C(N(C(C)C)CC)(C)C.O, predict the reaction product. The product is: [N:35]1([CH2:34][C:31]2[CH:32]=[CH:33][C:28]([NH:27][C:26]([N:15]3[C:16]4[C:11](=[CH:10][C:9]([O:8][C:4]5[CH:3]=[C:2]([NH2:1])[N:7]=[CH:6][N:5]=5)=[CH:18][CH:17]=4)[CH2:12][CH2:13][CH2:14]3)=[O:25])=[CH:29][C:30]=2[C:40]([F:41])([F:42])[F:43])[CH2:39][CH2:38][CH2:37][CH2:36]1.